Dataset: Reaction yield outcomes from USPTO patents with 853,638 reactions. Task: Predict the reaction yield, written as a fraction of the theoretical maximum amount of product (1.0 means a 100% yield; for example, 0.34 means a 34% yield). (1) The reactants are [CH3:1][N:2]1[CH:6]=[C:5](B2OC(C)(C)C(C)(C)O2)[CH:4]=[N:3]1.Br[C:17]1[CH:18]=[N:19][C:20]([Cl:25])=[C:21]([CH:24]=1)[C:22]#[N:23].C(=O)([O-])[O-].[K+].[K+].O1CCOCC1.O. The catalyst is C1C=CC(P(C2C=CC=CC=2)[C-]2C=CC=C2)=CC=1.C1C=CC(P(C2C=CC=CC=2)[C-]2C=CC=C2)=CC=1.Cl[Pd]Cl.[Fe+2]. The product is [Cl:25][C:20]1[N:19]=[CH:18][C:17]([C:5]2[CH:4]=[N:3][N:2]([CH3:1])[CH:6]=2)=[CH:24][C:21]=1[C:22]#[N:23]. The yield is 0.617. (2) The reactants are [CH2:1]([O:8][C:9]1[CH:10]=[C:11]([CH2:15][C:16]#[N:17])[CH:12]=[CH:13][CH:14]=1)C1C=CC=CC=1.[CH:18]([NH:20][NH2:21])=O.C(=O)([O-])[O-].[K+].[K+].[CH3:28][CH2:29][CH2:30][CH2:31][CH2:32][CH3:33]. The catalyst is CO. The product is [CH2:1]([O:8][C:9]1[CH:10]=[C:11]([CH:12]=[CH:13][CH:14]=1)[CH2:15][C:16]1[N:17]=[CH:18][NH:20][N:21]=1)[C:30]1[CH:29]=[CH:28][CH:33]=[CH:32][CH:31]=1. The yield is 0.300. (3) The reactants are [NH:1]1[CH:5]=[CH:4][CH:3]=[C:2]1[C:6]1[CH:7]=[C:8]2[C:12](=[CH:13][CH:14]=1)[NH:11][C:10](=[O:15])[C:9]12[CH2:20][CH2:19][CH2:18][CH2:17][CH2:16]1.[C:21](=O)([O-])[O-].[K+].[K+].IC.O. The catalyst is CN(C=O)C.CCOC(C)=O. The product is [CH3:21][N:1]1[CH:5]=[CH:4][CH:3]=[C:2]1[C:6]1[CH:7]=[C:8]2[C:12](=[CH:13][CH:14]=1)[NH:11][C:10](=[O:15])[C:9]12[CH2:20][CH2:19][CH2:18][CH2:17][CH2:16]1. The yield is 0.760.